Task: Predict which catalyst facilitates the given reaction.. Dataset: Catalyst prediction with 721,799 reactions and 888 catalyst types from USPTO (1) Reactant: C([Li])CCC.[C:6]([Si:10]([CH3:38])([CH3:37])[O:11][C@H:12]([C:18]1[CH:23]=[CH:22][C:21]([C:24]2[C@@H:28]([CH2:29][CH2:30][CH2:31][C:32]3[S:33][CH:34]=[CH:35][CH:36]=3)[CH2:27][CH2:26][CH:25]=2)=[CH:20][CH:19]=1)[CH2:13][CH2:14][CH2:15][CH2:16][CH3:17])([CH3:9])([CH3:8])[CH3:7].CN([CH:42]=[O:43])C. Product: [C:6]([Si:10]([CH3:38])([CH3:37])[O:11][C@H:12]([C:18]1[CH:19]=[CH:20][C:21]([C:24]2[C@@H:28]([CH2:29][CH2:30][CH2:31][C:32]3[S:33][C:34]([CH:42]=[O:43])=[CH:35][CH:36]=3)[CH2:27][CH2:26][CH:25]=2)=[CH:22][CH:23]=1)[CH2:13][CH2:14][CH2:15][CH2:16][CH3:17])([CH3:9])([CH3:7])[CH3:8]. The catalyst class is: 28. (2) Product: [CH:18]1([C:16]([NH:15][C:13]2[N:14]=[C:9]3[CH:8]=[CH:7][C:6]([O:5][C:4]4[CH:21]=[CH:22][C:23]([CH3:24])=[C:2]([NH:1][C:31]([C:30]5[N:26]([CH3:25])[N:27]=[C:28]([CH3:34])[CH:29]=5)=[O:32])[CH:3]=4)=[N:11][N:10]3[CH:12]=2)=[O:17])[CH2:20][CH2:19]1. Reactant: [NH2:1][C:2]1[CH:3]=[C:4]([CH:21]=[CH:22][C:23]=1[CH3:24])[O:5][C:6]1[CH:7]=[CH:8][C:9]2[N:10]([CH:12]=[C:13]([NH:15][C:16]([CH:18]3[CH2:20][CH2:19]3)=[O:17])[N:14]=2)[N:11]=1.[CH3:25][N:26]1[C:30]([C:31](Cl)=[O:32])=[CH:29][C:28]([CH3:34])=[N:27]1.C(N(CC)CC)C. The catalyst class is: 685. (3) Reactant: [NH3:1].[CH2:2]1[CH:6]([CH2:7][CH2:8][CH2:9][CH2:10][C:11]([OH:13])=[O:12])[S:5][S:4][CH2:3]1. Product: [NH4+:1].[CH2:2]1[C@@H:6]([CH2:7][CH2:8][CH2:9][CH2:10][C:11]([OH:13])=[O:12])[S:5][S:4][CH2:3]1. The catalyst class is: 6.